From a dataset of Full USPTO retrosynthesis dataset with 1.9M reactions from patents (1976-2016). Predict the reactants needed to synthesize the given product. (1) Given the product [C:26]1([C:32]2([C:37]3[CH:42]=[CH:41][CH:40]=[CH:39][CH:38]=3)[CH2:36][CH2:35][N:34]([C:15](=[O:17])[CH2:14][N:10]3[CH2:11][CH2:12][CH2:13][C:8]([C:5]4[CH:6]=[CH:7][C:2]([F:1])=[CH:3][CH:4]=4)([C:19]4[CH:20]=[CH:21][C:22]([F:25])=[CH:23][CH:24]=4)[C:9]3=[O:18])[CH2:33]2)[CH:27]=[CH:28][CH:29]=[CH:30][CH:31]=1, predict the reactants needed to synthesize it. The reactants are: [F:1][C:2]1[CH:7]=[CH:6][C:5]([C:8]2([C:19]3[CH:24]=[CH:23][C:22]([F:25])=[CH:21][CH:20]=3)[CH2:13][CH2:12][CH2:11][N:10]([CH2:14][C:15]([OH:17])=O)[C:9]2=[O:18])=[CH:4][CH:3]=1.[C:26]1([C:32]2([C:37]3[CH:42]=[CH:41][CH:40]=[CH:39][CH:38]=3)[CH2:36][CH2:35][NH:34][CH2:33]2)[CH:31]=[CH:30][CH:29]=[CH:28][CH:27]=1.Cl.C(N=C=NCCCN(C)C)C. (2) Given the product [C:1]([O:5][C:6](=[O:19])[NH:7][C:8]1[CH:13]=[CH:12][C:11]([C:14]([F:17])([F:16])[F:15])=[CH:10][C:9]=1[NH:18][C:25](=[O:24])[CH2:26][C:27]([C:29]1[CH:34]=[CH:33][CH:32]=[C:31]([C:35]2[C:36]([CH:41]3[CH2:42][CH2:43]3)=[N:37][CH:38]=[CH:39][CH:40]=2)[CH:30]=1)=[O:28])([CH3:4])([CH3:2])[CH3:3], predict the reactants needed to synthesize it. The reactants are: [C:1]([O:5][C:6](=[O:19])[NH:7][C:8]1[CH:13]=[CH:12][C:11]([C:14]([F:17])([F:16])[F:15])=[CH:10][C:9]=1[NH2:18])([CH3:4])([CH3:3])[CH3:2].C([O:24][C:25](=O)[CH2:26][C:27]([C:29]1[CH:34]=[CH:33][CH:32]=[C:31]([C:35]2[C:36]([CH:41]3[CH2:43][CH2:42]3)=[N:37][CH:38]=[CH:39][CH:40]=2)[CH:30]=1)=[O:28])(C)(C)C.